From a dataset of Forward reaction prediction with 1.9M reactions from USPTO patents (1976-2016). Predict the product of the given reaction. (1) Given the reactants Br[C:2]1[CH:3]=[CH:4][CH:5]=[C:6]2[C:10]=1[NH:9][C:8]([C:11]([O:13][CH2:14][CH3:15])=[O:12])=[C:7]2[CH2:16][CH2:17][CH2:18][O:19][C:20]1[CH:25]=[C:24]([CH3:26])[C:23]([Cl:27])=[C:22]([CH3:28])[CH:21]=1.[CH3:29][C:30]1[CH:35]=[CH:34][N:33]=[CH:32][C:31]=1B(O)O, predict the reaction product. The product is: [Cl:27][C:23]1[C:24]([CH3:26])=[CH:25][C:20]([O:19][CH2:18][CH2:17][CH2:16][C:7]2[C:6]3[C:10](=[C:2]([C:31]4[CH:32]=[N:33][CH:34]=[CH:35][C:30]=4[CH3:29])[CH:3]=[CH:4][CH:5]=3)[NH:9][C:8]=2[C:11]([O:13][CH2:14][CH3:15])=[O:12])=[CH:21][C:22]=1[CH3:28]. (2) Given the reactants [C:1](Cl)(=[O:8])[C:2]1[CH:7]=[CH:6][CH:5]=[CH:4][CH:3]=1.[CH3:10][C:11]1[CH:25]=[CH:24][C:14]([C:15]([N:17]2[CH2:22][CH2:21][CH2:20][C@@H:19]([NH2:23])[CH2:18]2)=[O:16])=[CH:13][CH:12]=1.[OH-].[Na+].[Cl-].[Na+], predict the reaction product. The product is: [CH3:10][C:11]1[CH:12]=[CH:13][C:14]([C:15]([N:17]2[CH2:22][CH2:21][CH2:20][C@@H:19]([NH:23][C:1](=[O:8])[C:2]3[CH:7]=[CH:6][CH:5]=[CH:4][CH:3]=3)[CH2:18]2)=[O:16])=[CH:24][CH:25]=1.